Dataset: Forward reaction prediction with 1.9M reactions from USPTO patents (1976-2016). Task: Predict the product of the given reaction. Given the reactants [NH2:1][C:2]1[N:10]=[CH:9][N:8]=[C:7]2[C:3]=1[N:4]=[C:5]([S:17][C:18]1[NH:19][C:20]3[C:25]([CH:26]=1)=[CH:24][CH:23]=[CH:22][CH:21]=3)[N:6]2[CH2:11][CH2:12][O:13][C:14](=[O:16])[CH3:15].C1C(=O)N([I:34])C(=O)C1.CCOC(C)=O.C([O-])(O)=O.[Na+].CCOC(C)=O.CCN(CC)CC, predict the reaction product. The product is: [NH2:1][C:2]1[N:10]=[CH:9][N:8]=[C:7]2[C:3]=1[N:4]=[C:5]([S:17][C:18]1[NH:19][C:20]3[C:25]([C:26]=1[I:34])=[CH:24][CH:23]=[CH:22][CH:21]=3)[N:6]2[CH2:11][CH2:12][O:13][C:14](=[O:16])[CH3:15].